This data is from M1 muscarinic receptor antagonist screen with 61,756 compounds. The task is: Binary Classification. Given a drug SMILES string, predict its activity (active/inactive) in a high-throughput screening assay against a specified biological target. (1) The drug is O(C(=O)C1CCCN(C1)C(=O)c1ccc(NC(=O)CCCC)cc1)CC. The result is 0 (inactive). (2) The compound is S=C(N1CCN(CC1)C(=O)C)c1ccc(N(C)C)cc1. The result is 0 (inactive). (3) The compound is S\C(N(C)C)=C1/C=C(OC)C(=O)C=C1. The result is 0 (inactive). (4) The molecule is S(=O)(=O)(NCCC(=O)Nc1cc2OCCOc2cc1)c1cc2CCC(=O)Nc2cc1. The result is 0 (inactive). (5) The drug is OC(=O)C1NC(c2[nH]c3c(c2C1)cccc3)c1cc2OCOc2cc1. The result is 0 (inactive).